Dataset: Experimentally validated miRNA-target interactions with 360,000+ pairs, plus equal number of negative samples. Task: Binary Classification. Given a miRNA mature sequence and a target amino acid sequence, predict their likelihood of interaction. (1) Result: 0 (no interaction). The protein sequence of the target gene is MVELDADLDHIVPSVLPPFWAKLVVGFVSLLCFARSYDGDFVFDDSEAIVNNKDLQSDTPLGDLWHHDFWGSKLSSNTSHKSYRPLTVLTFRINYYLSGGFHPVGFHVVNILLHGSISILMLDVFSVLFGGLQYTGKGQRVHLAPRASLLATLLFAVHPVHTECVAGVVGRADLLCALFFLLSFLGYCQAFKETGNKEGTHSSTFWVLLSIFLGAVAMLCKEQGITVLGLNAVFDILVIGKLDILAAVRKVLHKDKSQENAGMFKNGGLLFRIALLTIGGTSMLYIRWKIMGTGPPAFTE.... The miRNA is rno-miR-301a-3p with sequence CAGUGCAAUAGUAUUGUCAAAGC. (2) The miRNA is hsa-miR-302f with sequence UAAUUGCUUCCAUGUUU. The protein sequence of the target gene is MGGRVFLVFLAFCVWLTLPGAETQDSRGCARWCPQDSSCVNATACRCNPGFSSFSEIITTPMETCDDINECATLSKVSCGKFSDCWNTEGSYDCVCSPGYEPVSGAKTFKNESENTCQDVDECQQNPRLCKSYGTCVNTLGSYTCQCLPGFKLKPEDPKLCTDVNECTSGQNPCHSSTHCLNNVGSYQCRCRPGWQPIPGSPNGPNNTVCEDVDECSSGQHQCDSSTVCFNTVGSYSCRCRPGWKPRHGIPNNQKDTVCEDMTFSTWTPPPGVHSQTLSRFFDKVQDLGRDYKPGLANNT.... Result: 0 (no interaction). (3) The miRNA is hsa-miR-93-5p with sequence CAAAGUGCUGUUCGUGCAGGUAG. The protein sequence of the target gene is MAQPGPASQPDVSLQQRVAELEKINAEFLRAQQQLEQEFNQKRAKFKELYLAKEEDLKRQNAVLQAAQDDLGHLRTQLWEAQAEMENIKAIATVSENTKQEAIDEVKRQWREEVASLQAVMKETVRDYEHQFHLRLEQERTQWAQYRESAEREIADLRRRLSEGQEEENLENEMKKAQEDAEKLRSVVMPMEKEIAALKDKLTEAEDKIKELEASKVKELNHYLEAEKSCRTDLEMYVAVLNTQKSVLQEDAEKLRKELHEVCHLLEQERQQHNQLKHTWQKANDQFLESQRLLMRDMQR.... Result: 1 (interaction). (4) The miRNA is mmu-miR-124-3p with sequence UAAGGCACGCGGUGAAUGCC. The protein sequence of the target gene is MAKEWGYASHNGPDHWHELYPIAKGDNQSPIELHTKDIKHDPSLQPWSASYDPGSAKTILNNGKTCRVVFDDTYDRSMLRGGPLSGPYRLRQFHLHWGSSDDHGSEHTVDGVKYAAELHLVHWNPKYNTFGEALKQPDGIAVVGIFLKIGREKGEFQILLDALDKIKTKGKEAPFTHFDPSCLFPACRDYWTYHGSFTTPPCEECIVWLLLKEPMTVSSDQMAKLRSLFSSAENEPPVPLVGNWRPPQPVKGRVVRASFK. Result: 1 (interaction). (5) The miRNA is hsa-miR-4646-5p with sequence ACUGGGAAGAGGAGCUGAGGGA. The protein sequence of the target gene is MELNAGGVIAYISSSSSASSPASCHSEGSENSFQSSSSSVPSSPNSSNCDANGNPKNADISSIDGVLKSDRTDCPVKTGKTSAPGMTKSHSGMTKFSGMVLLCKVCGDVASGFHYGVHACEGCKGFFRRSIQQNIQYKKCLKNENCSIMRMNRNRCQQCRFKKCLSVGMSRDAVRFGRIPKREKQRMLIEMQSAMKTMMNTQFSGHLQNDTLAEQHDQSALPAQEQLRPKSQLEQENIKNTPSDFAKEEVIGMVTRAHKDTFLYNQEHRENSSESMPPQRGERIPRNMEQYNLNQDHRGS.... Result: 0 (no interaction). (6) The miRNA is hsa-miR-4779 with sequence UAGGAGGGAAUAGUAAAAGCAG. The protein sequence of the target gene is MAALGTVLFTGVRRLHCSVAAWAGGQWRLQQGLAANPSGYGPLTELPDWSYADGRPAPPMKGQLRRKAERETFARRVVLLSQEMDAGLQAWQLRQQKLQEEQRKQENALKPKGASLKSPLPSQ. Result: 1 (interaction). (7) The miRNA is hsa-miR-585-5p with sequence CUAGCACACAGAUACGCCCAGA. The protein sequence of the target gene is MERLPHGRRDRSGGCRPHLAPGRAAAPASAARSVSSGIPVSATFLRPPGLFLRSTASSGRAGCAPGPGLDRALGAVGCGYPRTPKCARCRNHGVVSALKGHKRFCRWRDCACAKCTLIAERQRVMAAQVALRRQQAQEESEARGLHRLLYQGSSGSGAQASGGSGRTESPQVLNNPMAVAVLGAGASRHPGSRSVPTFEVFQQDYADRKQEPKQRNCESCQSRQEEPVSNTHHHSLGSSKGNVTVEKQGFMSSIPEHPDKSTIILSPCPTDQSGGEDSPRSFSSSDLESGNESEWARDYI.... Result: 0 (no interaction).